From a dataset of Full USPTO retrosynthesis dataset with 1.9M reactions from patents (1976-2016). Predict the reactants needed to synthesize the given product. (1) Given the product [Cl:15][C:16]1[N:24]=[C:23]2[C:19]([NH:20][CH:21]=[N:22]2)=[C:18]([N:3]2[CH:4]=[CH:5][C:6](=[O:14])[CH:7]=[CH:2]2)[N:17]=1, predict the reactants needed to synthesize it. The reactants are: O[C:2]1[CH:7]=[CH:6][CH:5]=[CH:4][N:3]=1.[H-].[Na+].CN(C=[O:14])C.[Cl:15][C:16]1[N:24]=[C:23]2[C:19]([NH:20][CH:21]=[N:22]2)=[C:18](Cl)[N:17]=1. (2) Given the product [CH3:3][CH:4]1[CH2:9][C:8]([C:10]2[CH:11]=[CH:12][C:13]([OH:16])=[CH:14][CH:15]=2)([C:17]2[CH:22]=[CH:21][C:20]([OH:23])=[CH:19][CH:18]=2)[CH2:7][C:6]([CH3:24])([CH3:25])[CH2:5]1.[C:13]1([OH:16])[CH:14]=[CH:15][CH:10]=[CH:11][CH:12]=1, predict the reactants needed to synthesize it. The reactants are: [OH-].[Na+].[CH3:3][CH:4]1[CH2:9][C:8]([C:17]2[CH:22]=[CH:21][C:20]([OH:23])=[CH:19][CH:18]=2)([C:10]2[CH:15]=[CH:14][C:13]([OH:16])=[CH:12][CH:11]=2)[CH2:7][C:6]([CH3:25])([CH3:24])[CH2:5]1. (3) Given the product [Cl:27][C:23]1[CH:22]=[C:21]([S:18]([NH:17][C:16]2[CH:15]=[C:14]([CH3:28])[N:13]=[C:12]3[S:29][C:9]([C:8]#[C:7][CH2:6][N:38]4[CH2:43][CH2:42][O:41][CH2:40][CH2:39]4)=[C:10]([C:30]4[CH:35]=[CH:34][CH:33]=[C:32]([O:36][CH3:37])[CH:31]=4)[C:11]=23)(=[O:20])=[O:19])[CH:26]=[CH:25][CH:24]=1, predict the reactants needed to synthesize it. The reactants are: CS(O[CH2:6][C:7]#[C:8][C:9]1[S:29][C:12]2=[N:13][C:14]([CH3:28])=[CH:15][C:16]([NH:17][S:18]([C:21]3[CH:26]=[CH:25][CH:24]=[C:23]([Cl:27])[CH:22]=3)(=[O:20])=[O:19])=[C:11]2[C:10]=1[C:30]1[CH:35]=[CH:34][CH:33]=[C:32]([O:36][CH3:37])[CH:31]=1)(=O)=O.[NH:38]1[CH2:43][CH2:42][O:41][CH2:40][CH2:39]1. (4) Given the product [C:13]([O:17][C:18]([NH:5][CH2:6][CH2:7][S:8][S:9][CH2:10][CH2:11][NH2:12])=[O:19])([CH3:16])([CH3:15])[CH3:14].[ClH:3], predict the reactants needed to synthesize it. The reactants are: CO.[ClH:3].Cl.[NH2:5][CH2:6][CH2:7][S:8][S:9][CH2:10][CH2:11][NH2:12].[C:13]([O:17][C:18](O[C:18]([O:17][C:13]([CH3:16])([CH3:15])[CH3:14])=[O:19])=[O:19])([CH3:16])([CH3:15])[CH3:14]. (5) Given the product [CH3:10][C:11]1[N:12]=[CH:13][C:14]([C:17](=[O:18])[CH2:29][CH2:30][N:25]2[CH2:2][CH2:1][O:28][CH2:27][CH2:26]2)=[N:15][CH:16]=1, predict the reactants needed to synthesize it. The reactants are: [CH:1]([Mg]Br)=[CH2:2].O1CCCC1.[CH3:10][C:11]1[N:12]=[CH:13][C:14]([C:17](N2CCOCC2)=[O:18])=[N:15][CH:16]=1.[NH:25]1[CH2:30][CH2:29][O:28][CH2:27][CH2:26]1.O. (6) The reactants are: F[C:2]1[CH:3]=[N:4][CH:5]=[CH:6][C:7]=1[C:8]1[O:9][C:10]2[CH:16]=[CH:15][C:14]([C:17]([F:20])([F:19])[F:18])=[CH:13][C:11]=2[N:12]=1.[NH:21]1[CH2:25][CH2:24][CH2:23][CH2:22]1.C(=O)([O-])[O-].[K+].[K+].CN(C=O)C. Given the product [N:21]1([C:2]2[CH:3]=[N:4][CH:5]=[CH:6][C:7]=2[C:8]2[O:9][C:10]3[CH:16]=[CH:15][C:14]([C:17]([F:20])([F:19])[F:18])=[CH:13][C:11]=3[N:12]=2)[CH2:25][CH2:24][CH2:23][CH2:22]1, predict the reactants needed to synthesize it. (7) Given the product [OH:28][C@H:18]1[CH2:19][CH2:20][C@@:21]2([CH3:22])[C@@H:16]([CH2:15][CH2:14][C:13]3[C:12]4[C@:26]([CH3:27])([CH2:25][CH2:24][C:23]=32)[C@@H:9]([C@H:7]([CH3:8])[CH2:6][CH2:5][C:4]([OH:31])=[O:3])[CH2:10][CH:11]=4)[C:17]1([CH3:29])[CH3:30], predict the reactants needed to synthesize it. The reactants are: C([O:3][C:4](=[O:31])[CH2:5][CH2:6][C@H:7]([C@@H:9]1[C@:26]2([CH3:27])[C:12]([C:13]3[CH2:14][CH2:15][C@@H:16]4[C@:21]([C:23]=3[CH2:24][CH2:25]2)([CH3:22])[CH2:20][CH2:19][CH:18]([OH:28])[C:17]4([CH3:30])[CH3:29])=[CH:11][CH2:10]1)[CH3:8])C. (8) Given the product [Cl:19][C:20]1[CH:35]=[CH:34][C:33]([Cl:36])=[CH:32][C:21]=1[O:22][C:23]1[C:24]([C:6]([N:8]2[C:17]3[C:12](=[CH:13][CH:14]=[CH:15][CH:16]=3)[C:11](=[CH2:18])[CH2:10][CH2:9]2)=[O:7])=[CH:28][CH:29]=[CH:30][N:31]=1, predict the reactants needed to synthesize it. The reactants are: C(O[C:6]([N:8]1[C:17]2[C:12](=[CH:13][CH:14]=[CH:15][CH:16]=2)[C:11](=[CH2:18])[CH2:10][CH2:9]1)=[O:7])(C)(C)C.[Cl:19][C:20]1[CH:35]=[CH:34][C:33]([Cl:36])=[CH:32][C:21]=1[O:22][C:23]1[N:31]=[CH:30][CH:29]=[CH:28][C:24]=1C(O)=O.C(N(C(C)C)C(C)C)C.CN(C(ON1N=NC2C=CC=NC1=2)=[N+](C)C)C.F[P-](F)(F)(F)(F)F.